This data is from Peptide-MHC class I binding affinity with 185,985 pairs from IEDB/IMGT. The task is: Regression. Given a peptide amino acid sequence and an MHC pseudo amino acid sequence, predict their binding affinity value. This is MHC class I binding data. (1) The peptide sequence is VMSELFDTL. The MHC is HLA-B07:02 with pseudo-sequence HLA-B07:02. The binding affinity (normalized) is 0.0847. (2) The MHC is HLA-A23:01 with pseudo-sequence HLA-A23:01. The binding affinity (normalized) is 0.367. The peptide sequence is APIDNYNKF. (3) The peptide sequence is KGYVVSRRG. The MHC is HLA-A03:01 with pseudo-sequence HLA-A03:01. The binding affinity (normalized) is 0. (4) The peptide sequence is VTIMSGLVF. The MHC is Mamu-A01 with pseudo-sequence Mamu-A01. The binding affinity (normalized) is 0.584. (5) The peptide sequence is WLSTYAVRI. The MHC is HLA-A68:02 with pseudo-sequence HLA-A68:02. The binding affinity (normalized) is 0.113. (6) The peptide sequence is IQNALEKAL. The MHC is HLA-A02:16 with pseudo-sequence HLA-A02:16. The binding affinity (normalized) is 0.0847.